Dataset: Reaction yield outcomes from USPTO patents with 853,638 reactions. Task: Predict the reaction yield, written as a fraction of the theoretical maximum amount of product (1.0 means a 100% yield; for example, 0.34 means a 34% yield). (1) The reactants are Cl[C:2]1[N:11]=[C:10]([Cl:12])[C:9]2[C:4](=[CH:5][CH:6]=[CH:7][CH:8]=2)[N:3]=1.[CH3:13][N:14]1[CH2:19][CH2:18][N:17](C)[CH2:16][CH2:15]1.C([O-])(O)=O.[Na+].O. The catalyst is O1CCOCC1. The product is [Cl:12][C:10]1[C:9]2[C:4](=[CH:5][CH:6]=[CH:7][CH:8]=2)[N:3]=[C:2]([N:17]2[CH2:18][CH2:19][N:14]([CH3:13])[CH2:15][CH2:16]2)[N:11]=1. The yield is 0.520. (2) The reactants are [CH3:1][C:2]1[N:11]=[CH:10][C:9]2[C:4](=[CH:5][CH:6]=[CH:7][C:8]=2F)[N:3]=1.C(N(CC)CC)C.[NH:20]1[CH2:25][CH2:24][NH:23][CH2:22][CH2:21]1.O. The catalyst is CN(C)C=O. The product is [CH3:1][C:2]1[N:11]=[CH:10][C:9]2[C:4](=[CH:5][CH:6]=[CH:7][C:8]=2[N:20]2[CH2:25][CH2:24][NH:23][CH2:22][CH2:21]2)[N:3]=1. The yield is 0.640. (3) The reactants are CS(C)=O.C(Cl)(=O)C(Cl)=O.[CH3:11][O:12][C:13]1[CH:18]=[CH:17][C:16]([C:19]2[N:20]=[C:21]([CH2:24][CH2:25][CH2:26][CH2:27][CH2:28][CH2:29][CH2:30][OH:31])[S:22][CH:23]=2)=[CH:15][CH:14]=1.C(N(CC)CC)C. The catalyst is C(Cl)Cl.C(OCC)(=O)C. The yield is 0.990. The product is [CH3:11][O:12][C:13]1[CH:14]=[CH:15][C:16]([C:19]2[N:20]=[C:21]([CH2:24][CH2:25][CH2:26][CH2:27][CH2:28][CH2:29][CH:30]=[O:31])[S:22][CH:23]=2)=[CH:17][CH:18]=1. (4) The reactants are C([O:3][C:4]([C:6]1[C:7]([OH:37])([C:31]2[CH:36]=[CH:35][CH:34]=[CH:33][CH:32]=2)[C:8]2[C:13]([C:14]=1[C:15]1[CH:20]=[CH:19][CH:18]=[CH:17][CH:16]=1)=[CH:12][CH:11]=[C:10]([O:21][CH2:22][CH2:23][CH2:24][C:25]1[CH:30]=[CH:29][CH:28]=[CH:27][CH:26]=1)[CH:9]=2)=[O:5])C.[OH-].[Na+]. The catalyst is C1COCC1.C(O)C. The product is [OH:37][C:7]1([C:31]2[CH:32]=[CH:33][CH:34]=[CH:35][CH:36]=2)[C:8]2[C:13](=[CH:12][CH:11]=[C:10]([O:21][CH2:22][CH2:23][CH2:24][C:25]3[CH:30]=[CH:29][CH:28]=[CH:27][CH:26]=3)[CH:9]=2)[C:14]([C:15]2[CH:16]=[CH:17][CH:18]=[CH:19][CH:20]=2)=[C:6]1[C:4]([OH:5])=[O:3]. The yield is 0.450. (5) The reactants are FC(F)(F)C(O)=O.[NH2:8][C:9]1[CH:14]=[CH:13][C:12]([CH:15]2[CH2:20][N:19]([CH3:21])[C:18](=[O:22])[N:17]([CH3:23])[CH2:16]2)=[CH:11][C:10]=1Br.[C:25]1(B(O)O)[CH2:30][CH2:29][CH2:28][CH2:27][CH:26]=1. No catalyst specified. The product is [NH2:8][C:9]1[CH:14]=[CH:13][C:12]([CH:15]2[CH2:20][N:19]([CH3:21])[C:18](=[O:22])[N:17]([CH3:23])[CH2:16]2)=[CH:11][C:10]=1[C:25]1[CH2:30][CH2:29][CH2:28][CH2:27][CH:26]=1. The yield is 0.380. (6) The reactants are [Br:1][C:2]1[C:10]([O:11][C:12]2[CH:17]=[CH:16][C:15]([F:18])=[CH:14][C:13]=2[F:19])=[CH:9][C:5]([C:6]([NH2:8])=O)=[C:4]([NH:20][S:21]([CH2:24][CH3:25])(=[O:23])=[O:22])[CH:3]=1.O1CCOCC1.N1C=CC=CC=1.FC(F)(F)C(OC(=O)C(F)(F)F)=O. The catalyst is O. The product is [Br:1][C:2]1[C:10]([O:11][C:12]2[CH:17]=[CH:16][C:15]([F:18])=[CH:14][C:13]=2[F:19])=[CH:9][C:5]([C:6]#[N:8])=[C:4]([NH:20][S:21]([CH2:24][CH3:25])(=[O:23])=[O:22])[CH:3]=1. The yield is 0.610. (7) The reactants are [CH2:1]([C:3]([C:23]1[CH:24]=[C:25]2[C:30](=[CH:31][CH:32]=1)[CH:29]=[C:28]([C:33](O)=[O:34])[CH:27]=[CH:26]2)([C:6]1[CH:11]=[CH:10][C:9]([O:12][CH:13]([CH2:20][CH3:21])[CH:14]([OH:19])[C:15]([CH3:18])([CH3:17])[CH3:16])=[C:8]([CH3:22])[CH:7]=1)[CH2:4][CH3:5])[CH3:2].Cl.[CH2:37]([O:39][C:40](=[O:44])[CH2:41][NH:42][CH3:43])[CH3:38]. No catalyst specified. The product is [CH2:37]([O:39][C:40](=[O:44])[CH2:41][N:42]([C:33]([C:28]1[CH:27]=[CH:26][C:25]2[C:30](=[CH:31][CH:32]=[C:23]([C:3]([CH2:1][CH3:2])([C:6]3[CH:11]=[CH:10][C:9]([O:12][CH:13]([CH2:20][CH3:21])[CH:14]([OH:19])[C:15]([CH3:16])([CH3:17])[CH3:18])=[C:8]([CH3:22])[CH:7]=3)[CH2:4][CH3:5])[CH:24]=2)[CH:29]=1)=[O:34])[CH3:43])[CH3:38]. The yield is 0.880. (8) The reactants are [Br:1][C:2]1[CH:3]=[C:4]([CH:20]=[CH:21][CH:22]=1)[CH2:5][N:6]1[C:14]2[C:13](=[O:15])[N:12]([CH3:16])[C:11](=[O:17])[N:10]([CH3:18])[C:9]=2[N:8]=[C:7]1S.[Cl:23][C:24]1[CH:25]=[C:26]([OH:30])[CH:27]=[CH:28][CH:29]=1.C(=O)([O-])[O-].[K+].[K+]. The catalyst is CN(C=O)C. The product is [Br:1][C:2]1[CH:3]=[C:4]([CH:20]=[CH:21][CH:22]=1)[CH2:5][N:6]1[C:14]2[C:13](=[O:15])[N:12]([CH3:16])[C:11](=[O:17])[N:10]([CH3:18])[C:9]=2[N:8]=[C:7]1[O:30][C:26]1[CH:27]=[CH:28][CH:29]=[C:24]([Cl:23])[CH:25]=1. The yield is 0.267. (9) The reactants are C([NH:5][S:6]([C:9]1[S:10][C:11]([C:14]2[N:15]=[CH:16][N:17]([C:19]3[N:24]=[C:23]([C:25]4[CH:30]=[CH:29][C:28]([Cl:31])=[CH:27][CH:26]=4)[CH:22]=[C:21]([C:32]([F:35])([F:34])[F:33])[N:20]=3)[CH:18]=2)=[CH:12][CH:13]=1)(=[O:8])=[O:7])(C)(C)C.C(O)(C(F)(F)F)=O. The catalyst is ClCCl. The product is [Cl:31][C:28]1[CH:29]=[CH:30][C:25]([C:23]2[CH:22]=[C:21]([C:32]([F:33])([F:35])[F:34])[N:20]=[C:19]([N:17]3[CH:18]=[C:14]([C:11]4[S:10][C:9]([S:6]([NH2:5])(=[O:7])=[O:8])=[CH:13][CH:12]=4)[N:15]=[CH:16]3)[N:24]=2)=[CH:26][CH:27]=1. The yield is 0.0600.